The task is: Predict the reactants needed to synthesize the given product.. This data is from Retrosynthesis with 50K atom-mapped reactions and 10 reaction types from USPTO. (1) Given the product O=C(O)C1CCN(C(=O)OCc2ccccc2)N1, predict the reactants needed to synthesize it. The reactants are: CC(C)(C)OC(=O)C1CCN(C(=O)OCc2ccccc2)N1. (2) Given the product COc1ccc2nccc(CBr)c2c1, predict the reactants needed to synthesize it. The reactants are: COc1ccc2nccc(C)c2c1.O=C1CCC(=O)N1Br. (3) Given the product O=C1Nc2cccnc2N(C(=O)NCCN2CCCCC2CN2CCCCCC2)c2ccccc21, predict the reactants needed to synthesize it. The reactants are: NCCN1CCCCC1CN1CCCCCC1.O=C1Nc2cccnc2N(C(=O)Cl)c2ccccc21. (4) Given the product CCOC(=O)c1csc(COc2ccc(-c3cc(F)c(F)cc3F)cc2)n1, predict the reactants needed to synthesize it. The reactants are: CCOC(=O)c1csc(CBr)n1.Oc1ccc(-c2cc(F)c(F)cc2F)cc1. (5) Given the product O=C1CCc2cc(-c3cccs3)ccc21, predict the reactants needed to synthesize it. The reactants are: O=C1CCc2cc(Br)ccc21.OB(O)c1cccs1. (6) Given the product O=[N+]([O-])c1ccc(Oc2ccc(Cl)c([N+](=O)[O-])c2)cn1, predict the reactants needed to synthesize it. The reactants are: O=[N+]([O-])c1cc(O)ccc1Cl.O=[N+]([O-])c1ccc(Br)cn1. (7) Given the product CSc1nc(Cl)c(C=NO)c(Cl)n1, predict the reactants needed to synthesize it. The reactants are: CSc1nc(Cl)c(C=O)c(Cl)n1.NO. (8) Given the product CCn1cnc2c(Nc3cccc(C(=O)O)c3)nc(N[C@H]3CC[C@H](O)CC3)nc21, predict the reactants needed to synthesize it. The reactants are: CCn1cnc2c(Nc3cccc(C(=O)OC)c3)nc(N[C@H]3CC[C@H](O)CC3)nc21.